Task: Predict the reaction yield, written as a fraction of the theoretical maximum amount of product (1.0 means a 100% yield; for example, 0.34 means a 34% yield).. Dataset: Reaction yield outcomes from USPTO patents with 853,638 reactions (1) The reactants are [F:1][C:2]1[CH:31]=[C:30]([N+:32]([O-])=O)[CH:29]=[CH:28][C:3]=1[O:4][C:5]1[CH:6]=[C:7]2[C:11](=[CH:12][C:13]=1[NH:14][C:15](=[O:21])[O:16][C:17]([CH3:20])([CH3:19])[CH3:18])[N:10]([CH:22]1[CH2:27][CH2:26][CH2:25][CH2:24][O:23]1)[N:9]=[CH:8]2. The catalyst is CCOC(C)=O.[Pd]. The product is [NH2:32][C:30]1[CH:29]=[CH:28][C:3]([O:4][C:5]2[CH:6]=[C:7]3[C:11](=[CH:12][C:13]=2[NH:14][C:15](=[O:21])[O:16][C:17]([CH3:18])([CH3:19])[CH3:20])[N:10]([CH:22]2[CH2:27][CH2:26][CH2:25][CH2:24][O:23]2)[N:9]=[CH:8]3)=[C:2]([F:1])[CH:31]=1. The yield is 0.800. (2) The reactants are [Br:1][C:2]1[CH:13]=[CH:12][C:5]2[N:6]=[C:7]([CH2:9][CH2:10]O)[S:8][C:4]=2[CH:3]=1.C(N(CC)CC)C.S(Cl)(C)(=O)=O.C(=O)([O-])[O-].[K+].[K+].Cl.[CH3:33][C@@H:34]1[CH2:38][CH2:37][CH2:36][NH:35]1. The catalyst is C1COCC1.C(#N)C. The product is [Br:1][C:2]1[CH:13]=[CH:12][C:5]2[N:6]=[C:7]([CH2:9][CH2:10][N:35]3[CH2:36][CH2:37][CH2:38][CH:34]3[CH3:33])[S:8][C:4]=2[CH:3]=1. The yield is 0.883. (3) The reactants are [Br:1][C:2]1[CH:3]=[C:4]([C:8](=O)[CH2:9][N:10]([CH2:14][CH:15]=[CH2:16])[CH2:11][CH:12]=[CH2:13])[CH:5]=[CH:6][CH:7]=1.N1C=CC=CC=1.Cl.[NH2:25][OH:26]. The catalyst is C(O)C. The yield is 0.790. The product is [Br:1][C:2]1[CH:3]=[C:4]([C:8](=[N:25][OH:26])[CH2:9][N:10]([CH2:14][CH:15]=[CH2:16])[CH2:11][CH:12]=[CH2:13])[CH:5]=[CH:6][CH:7]=1. (4) The reactants are ClC(Cl)(Cl)[CH:3](O)[OH:4].S([O-])([O-])(=O)=O.[Na+].[Na+].[O:15]1[C:19]2[CH:20]=[CH:21][CH:22]=[C:23]([NH2:24])[C:18]=2[O:17][CH2:16]1.S(O)(O)(=O)=O.NO.Cl. The catalyst is O. The product is [O:17]1[C:18]2[C:23]3[NH:24][C:3](=[O:4])[C:22]=3[CH:21]=[CH:20][C:19]=2[O:15][CH2:16]1. The yield is 0.530. (5) The reactants are [F:1][C:2]1[C:3]([NH:22][CH:23]2[CH2:28][CH2:27][CH2:26][N:25]([C:29](=[O:33])[CH2:30][C:31]#[N:32])[CH2:24]2)=[N:4][C:5]([NH:8][C:9]2[CH:10]=[N:11][C:12]([N:15]3[CH2:20][CH2:19][N:18]([CH3:21])[CH2:17][CH2:16]3)=[CH:13][CH:14]=2)=[N:6][CH:7]=1.[CH:34]1([CH:37]=O)[CH2:36][CH2:35]1. The catalyst is CCO. The product is [CH:34]1([CH:37]=[C:30]([C:29]([N:25]2[CH2:26][CH2:27][CH2:28][CH:23]([NH:22][C:3]3[C:2]([F:1])=[CH:7][N:6]=[C:5]([NH:8][C:9]4[CH:10]=[N:11][C:12]([N:15]5[CH2:20][CH2:19][N:18]([CH3:21])[CH2:17][CH2:16]5)=[CH:13][CH:14]=4)[N:4]=3)[CH2:24]2)=[O:33])[C:31]#[N:32])[CH2:36][CH2:35]1. The yield is 0.150. (6) The reactants are Br[CH2:2][C:3]([C:5]1[S:6][CH:7]=[CH:8][CH:9]=1)=O.[C:10]([CH2:12][C:13]([NH2:15])=[S:14])#[N:11]. No catalyst specified. The product is [S:6]1[CH:7]=[CH:8][CH:9]=[C:5]1[C:3]1[N:15]=[C:13]([CH2:12][C:10]#[N:11])[S:14][CH:2]=1. The yield is 0.490.